Dataset: NCI-60 drug combinations with 297,098 pairs across 59 cell lines. Task: Regression. Given two drug SMILES strings and cell line genomic features, predict the synergy score measuring deviation from expected non-interaction effect. (1) Drug 1: CC12CCC3C(C1CCC2O)C(CC4=C3C=CC(=C4)O)CCCCCCCCCS(=O)CCCC(C(F)(F)F)(F)F. Drug 2: CNC(=O)C1=NC=CC(=C1)OC2=CC=C(C=C2)NC(=O)NC3=CC(=C(C=C3)Cl)C(F)(F)F. Cell line: NCI-H226. Synergy scores: CSS=-1.82, Synergy_ZIP=2.66, Synergy_Bliss=1.06, Synergy_Loewe=1.35, Synergy_HSA=-4.38. (2) Drug 1: CN(C)N=NC1=C(NC=N1)C(=O)N. Drug 2: COC1=C2C(=CC3=C1OC=C3)C=CC(=O)O2. Cell line: UACC62. Synergy scores: CSS=-0.324, Synergy_ZIP=-0.585, Synergy_Bliss=-2.96, Synergy_Loewe=-2.72, Synergy_HSA=-2.85. (3) Drug 2: C1C(C(OC1N2C=NC(=NC2=O)N)CO)O. Drug 1: COC1=C2C(=CC3=C1OC=C3)C=CC(=O)O2. Cell line: HT29. Synergy scores: CSS=4.35, Synergy_ZIP=3.32, Synergy_Bliss=1.96, Synergy_Loewe=3.54, Synergy_HSA=0.721. (4) Drug 1: CC1C(C(=O)NC(C(=O)N2CCCC2C(=O)N(CC(=O)N(C(C(=O)O1)C(C)C)C)C)C(C)C)NC(=O)C3=C4C(=C(C=C3)C)OC5=C(C(=O)C(=C(C5=N4)C(=O)NC6C(OC(=O)C(N(C(=O)CN(C(=O)C7CCCN7C(=O)C(NC6=O)C(C)C)C)C)C(C)C)C)N)C. Drug 2: C1=CC=C(C(=C1)C(C2=CC=C(C=C2)Cl)C(Cl)Cl)Cl. Cell line: RPMI-8226. Synergy scores: CSS=63.5, Synergy_ZIP=-0.221, Synergy_Bliss=-3.21, Synergy_Loewe=-63.9, Synergy_HSA=-3.48. (5) Drug 1: C1CCN(CC1)CCOC2=CC=C(C=C2)C(=O)C3=C(SC4=C3C=CC(=C4)O)C5=CC=C(C=C5)O. Drug 2: CC1C(C(CC(O1)OC2CC(CC3=C2C(=C4C(=C3O)C(=O)C5=CC=CC=C5C4=O)O)(C(=O)C)O)N)O. Cell line: SF-295. Synergy scores: CSS=36.8, Synergy_ZIP=1.98, Synergy_Bliss=2.44, Synergy_Loewe=-1.04, Synergy_HSA=2.42. (6) Drug 1: C1=C(C(=O)NC(=O)N1)F. Drug 2: B(C(CC(C)C)NC(=O)C(CC1=CC=CC=C1)NC(=O)C2=NC=CN=C2)(O)O. Cell line: UO-31. Synergy scores: CSS=24.4, Synergy_ZIP=-4.33, Synergy_Bliss=-7.29, Synergy_Loewe=-4.78, Synergy_HSA=-4.74. (7) Drug 1: CC1CCC2CC(C(=CC=CC=CC(CC(C(=O)C(C(C(=CC(C(=O)CC(OC(=O)C3CCCCN3C(=O)C(=O)C1(O2)O)C(C)CC4CCC(C(C4)OC)OCCO)C)C)O)OC)C)C)C)OC. Drug 2: C(CN)CNCCSP(=O)(O)O. Cell line: ACHN. Synergy scores: CSS=4.29, Synergy_ZIP=-3.61, Synergy_Bliss=2.10, Synergy_Loewe=-18.5, Synergy_HSA=-1.70. (8) Drug 1: C1=NC2=C(N=C(N=C2N1C3C(C(C(O3)CO)O)F)Cl)N. Drug 2: C1=NNC2=C1C(=O)NC=N2. Cell line: EKVX. Synergy scores: CSS=-5.73, Synergy_ZIP=2.70, Synergy_Bliss=0.938, Synergy_Loewe=-5.30, Synergy_HSA=-4.84.